Dataset: Forward reaction prediction with 1.9M reactions from USPTO patents (1976-2016). Task: Predict the product of the given reaction. (1) Given the reactants C([N:8]1[CH2:13][CH2:12][N:11]2[CH:14]=[N:15][C:16]([C:17]([O:19][CH3:20])=[O:18])=[C:10]2[CH2:9]1)C1C=CC=CC=1.[C:32]([O:31][C:29](O[C:29]([O:31][C:32]([CH3:35])([CH3:34])[CH3:33])=[O:30])=[O:30])([CH3:35])([CH3:34])[CH3:33].CCN(C(C)C)C(C)C, predict the reaction product. The product is: [C:16]1([C:17]([O:19][CH3:20])=[O:18])[N:15]=[CH:14][N:11]2[CH2:12][CH2:13][N:8]([C:29]([O:31][C:32]([CH3:33])([CH3:34])[CH3:35])=[O:30])[CH2:9][C:10]=12. (2) Given the reactants [Cl:1][C:2]1[CH:3]=[CH:4][C:5]([F:11])=[C:6](B(O)O)[CH:7]=1.Cl[C:13]1[CH:18]=[C:17]([NH2:19])[CH:16]=[CH:15][N:14]=1.C(=O)([O-])[O-].[Na+].[Na+], predict the reaction product. The product is: [Cl:1][C:2]1[CH:3]=[CH:4][C:5]([F:11])=[C:6]([C:13]2[CH:18]=[C:17]([NH2:19])[CH:16]=[CH:15][N:14]=2)[CH:7]=1. (3) Given the reactants [OH:1][CH2:2][C:3]1[CH:8]=[CH:7][C:6](B(O)O)=[CH:5][CH:4]=1.Br[CH2:13][C:14]1[CH:23]=[CH:22][C:17]([C:18]([O:20][CH3:21])=[O:19])=[CH:16][CH:15]=1.C([O-])([O-])=O.[K+].[K+], predict the reaction product. The product is: [CH3:21][O:20][C:18](=[O:19])[C:17]1[CH:22]=[CH:23][C:14]([CH2:13][C:6]2[CH:7]=[CH:8][C:3]([CH2:2][OH:1])=[CH:4][CH:5]=2)=[CH:15][CH:16]=1. (4) Given the reactants Cl[CH2:2][C:3]1[N:4]=[C:5]([C:9]2[CH:18]=[CH:17][C:12]([C:13]([O:15][CH3:16])=[O:14])=[CH:11][CH:10]=2)[O:6][C:7]=1[CH3:8].[C:19](=[S:22])([O-:21])[CH3:20].[K+], predict the reaction product. The product is: [C:19]([S:22][CH2:2][C:3]1[N:4]=[C:5]([C:9]2[CH:18]=[CH:17][C:12]([C:13]([O:15][CH3:16])=[O:14])=[CH:11][CH:10]=2)[O:6][C:7]=1[CH3:8])(=[O:21])[CH3:20]. (5) Given the reactants [NH2:1][C:2]1[CH:11]=[C:10]([Cl:12])[CH:9]=[CH:8][C:3]=1[C:4]([O:6][CH3:7])=[O:5].[Cl:13][C:14]1[CH:22]=[CH:21][C:17]([C:18](Cl)=[O:19])=[CH:16][CH:15]=1, predict the reaction product. The product is: [Cl:12][C:10]1[CH:9]=[CH:8][C:3]([C:4]([O:6][CH3:7])=[O:5])=[C:2]([NH:1][C:18](=[O:19])[C:17]2[CH:21]=[CH:22][C:14]([Cl:13])=[CH:15][CH:16]=2)[CH:11]=1. (6) Given the reactants F[C:2](F)(F)[C:3]([NH:5][CH2:6][CH2:7][C:8]1[S:9][CH:10]=[CH:11][CH:12]=1)=O.O=P12OP3(OP(OP(O3)(O1)=O)(=O)O2)=O, predict the reaction product. The product is: [CH3:2][C:3]1[C:12]2[CH:11]=[CH:10][S:9][C:8]=2[CH2:7][CH2:6][N:5]=1.